This data is from Forward reaction prediction with 1.9M reactions from USPTO patents (1976-2016). The task is: Predict the product of the given reaction. (1) Given the reactants [F:1][C:2]([F:22])([F:21])[C:3]1[CH:4]=[C:5]([NH:13][C:14](=[O:20])[O:15][C:16]([CH3:19])([CH3:18])[CH3:17])[CH:6]=[C:7]([C:9]([F:12])([F:11])[F:10])[CH:8]=1.[H-].[Na+].[CH3:25]I.O, predict the reaction product. The product is: [F:1][C:2]([F:21])([F:22])[C:3]1[CH:4]=[C:5]([N:13]([CH3:25])[C:14](=[O:20])[O:15][C:16]([CH3:19])([CH3:17])[CH3:18])[CH:6]=[C:7]([C:9]([F:12])([F:11])[F:10])[CH:8]=1. (2) Given the reactants [C:1]1([C:7]2[CH:8]=[C:9]([C:16]3[O:20][N:19]=[C:18]([C:21]4[S:25][C:24]([CH2:26][N:27]5[CH2:30][CH:29]([C:31]([O:33]CC)=[O:32])[CH2:28]5)=[CH:23][CH:22]=4)[N:17]=3)[S:10][C:11]=2[C:12]([F:15])([F:14])[F:13])[CH:6]=[CH:5][CH:4]=[CH:3][CH:2]=1.[OH-].[Na+], predict the reaction product. The product is: [C:1]1([C:7]2[CH:8]=[C:9]([C:16]3[O:20][N:19]=[C:18]([C:21]4[S:25][C:24]([CH2:26][N:27]5[CH2:30][CH:29]([C:31]([OH:33])=[O:32])[CH2:28]5)=[CH:23][CH:22]=4)[N:17]=3)[S:10][C:11]=2[C:12]([F:13])([F:14])[F:15])[CH:2]=[CH:3][CH:4]=[CH:5][CH:6]=1. (3) Given the reactants [F:1][C:2]1[CH:28]=[CH:27][CH:26]=[C:25]([F:29])[C:3]=1[O:4][C:5]1[CH:6]=[N:7][N:8]([CH:12]([CH2:16][C:17]2[C:22]([F:23])=[CH:21][CH:20]=[CH:19][C:18]=2[F:24])[C:13]([OH:15])=O)[C:9](=[O:11])[CH:10]=1.[NH2:30][C:31]1[CH:35]=[CH:34][N:33]([CH2:36][C:37]([CH3:40])([OH:39])[CH3:38])[N:32]=1, predict the reaction product. The product is: [F:1][C:2]1[CH:28]=[CH:27][CH:26]=[C:25]([F:29])[C:3]=1[O:4][C:5]1[CH:6]=[N:7][N:8]([CH:12]([CH2:16][C:17]2[C:22]([F:23])=[CH:21][CH:20]=[CH:19][C:18]=2[F:24])[C:13]([NH:30][C:31]2[CH:35]=[CH:34][N:33]([CH2:36][C:37]([OH:39])([CH3:38])[CH3:40])[N:32]=2)=[O:15])[C:9](=[O:11])[CH:10]=1. (4) Given the reactants [C:1]([O:5][C:6]([NH:8][CH2:9][CH2:10][N:11]1[C:19]2[C:18]([NH:20][C:21]3[CH:41]=[CH:40][C:24]([O:25][C:26]4[CH:27]=[C:28]([CH:33]=[C:34]([C:36]([F:39])([F:38])[F:37])[CH:35]=4)[C:29]([O:31]C)=[O:30])=[C:23]([Cl:42])[CH:22]=3)=[N:17][CH:16]=[N:15][C:14]=2[CH:13]=[CH:12]1)=[O:7])([CH3:4])([CH3:3])[CH3:2].CO.[OH-].[Na+].Cl, predict the reaction product. The product is: [C:1]([O:5][C:6]([NH:8][CH2:9][CH2:10][N:11]1[C:19]2[C:18]([NH:20][C:21]3[CH:41]=[CH:40][C:24]([O:25][C:26]4[CH:27]=[C:28]([CH:33]=[C:34]([C:36]([F:39])([F:38])[F:37])[CH:35]=4)[C:29]([OH:31])=[O:30])=[C:23]([Cl:42])[CH:22]=3)=[N:17][CH:16]=[N:15][C:14]=2[CH:13]=[CH:12]1)=[O:7])([CH3:4])([CH3:2])[CH3:3].